From a dataset of Full USPTO retrosynthesis dataset with 1.9M reactions from patents (1976-2016). Predict the reactants needed to synthesize the given product. Given the product [Cl:1][C:2]1[C:3]([CH2:13][CH3:14])=[C:4]([C:5]([F:8])=[CH:6][CH:7]=1)[CH2:9][C:10]1[NH:17][CH2:16][CH2:15][N:18]=1, predict the reactants needed to synthesize it. The reactants are: [Cl:1][C:2]1[CH:7]=[CH:6][C:5]([F:8])=[C:4]([CH:9]=[C:10](Br)Br)[C:3]=1[CH2:13][CH3:14].[CH2:15]([NH2:18])[CH2:16][NH2:17].